This data is from NCI-60 drug combinations with 297,098 pairs across 59 cell lines. The task is: Regression. Given two drug SMILES strings and cell line genomic features, predict the synergy score measuring deviation from expected non-interaction effect. (1) Drug 1: CNC(=O)C1=NC=CC(=C1)OC2=CC=C(C=C2)NC(=O)NC3=CC(=C(C=C3)Cl)C(F)(F)F. Drug 2: C1CCC(C(C1)N)N.C(=O)(C(=O)[O-])[O-].[Pt+4]. Cell line: SK-MEL-2. Synergy scores: CSS=12.7, Synergy_ZIP=11.2, Synergy_Bliss=15.9, Synergy_Loewe=-4.75, Synergy_HSA=6.83. (2) Drug 1: CN1C(=O)N2C=NC(=C2N=N1)C(=O)N. Drug 2: CC1=C(C(=O)C2=C(C1=O)N3CC4C(C3(C2COC(=O)N)OC)N4)N. Cell line: NCIH23. Synergy scores: CSS=41.9, Synergy_ZIP=4.23, Synergy_Bliss=3.89, Synergy_Loewe=-43.0, Synergy_HSA=-0.417.